From a dataset of Forward reaction prediction with 1.9M reactions from USPTO patents (1976-2016). Predict the product of the given reaction. (1) Given the reactants [F:1][C:2]1[CH:3]=[C:4]([CH:8]([C:10]2[CH:15]=[CH:14][CH:13]=[C:12]([F:16])[CH:11]=2)O)[CH:5]=[CH:6][CH:7]=1.[BrH:17], predict the reaction product. The product is: [Br:17][CH:8]([C:10]1[CH:11]=[C:12]([F:16])[CH:13]=[CH:14][CH:15]=1)[C:4]1[CH:3]=[C:2]([F:1])[CH:7]=[CH:6][CH:5]=1. (2) Given the reactants [C:1]([C:3]1[CH:11]=[CH:10][C:6](C(O)=O)=[CH:5][C:4]=1[F:12])#[N:2].C(N(CC)CC)C.C1(OP(N=[N+]=[N-])(=O)OC2C=CC=CC=2)C=CC=CC=1.C(C1C=CC([C:45]([N:47]=[N+]=[N-])=[O:46])=CC=1F)#N.[NH2:53][C:54]1[CH:59]=[CH:58][C:57]([C:60]2[CH:68]=[CH:67][C:66]([C:69]3[NH:70][C:71]([CH3:74])=[CH:72][N:73]=3)=[C:65]3[C:61]=2[CH2:62][NH:63][C:64]3=[O:75])=[C:56]([F:76])[CH:55]=1, predict the reaction product. The product is: [C:1]([C:3]1[CH:11]=[CH:10][C:6]([NH:47][C:45]([NH:53][C:54]2[CH:59]=[CH:58][C:57]([C:60]3[CH:68]=[CH:67][C:66]([C:69]4[NH:70][C:71]([CH3:74])=[CH:72][N:73]=4)=[C:65]4[C:61]=3[CH2:62][NH:63][C:64]4=[O:75])=[C:56]([F:76])[CH:55]=2)=[O:46])=[CH:5][C:4]=1[F:12])#[N:2]. (3) Given the reactants C(N1C2=NC=C(CO)C(NC3CCOCC3)=C2C=N1)C.[CH2:21]([N:23]1[C:27]2=[N:28][C:29]([CH2:44][CH3:45])=[C:30]([C:39](OCC)=[O:40])[C:31]([NH:32][CH:33]3[CH2:38][CH2:37][O:36][CH2:35][CH2:34]3)=[C:26]2[CH:25]=[N:24]1)[CH3:22], predict the reaction product. The product is: [CH2:21]([N:23]1[C:27]2=[N:28][C:29]([CH2:44][CH3:45])=[C:30]([CH2:39][OH:40])[C:31]([NH:32][CH:33]3[CH2:34][CH2:35][O:36][CH2:37][CH2:38]3)=[C:26]2[CH:25]=[N:24]1)[CH3:22].